From a dataset of Full USPTO retrosynthesis dataset with 1.9M reactions from patents (1976-2016). Predict the reactants needed to synthesize the given product. (1) Given the product [CH:29]([NH:42][CH2:43][C:44]([N:11]1[CH2:12][CH2:13][N:8]([CH:7]([C:1]2[CH:2]=[CH:3][CH:4]=[CH:5][CH:6]=2)[C:23]2[CH:24]=[CH:25][CH:26]=[CH:27][CH:28]=2)[CH:9]([C:14]([C:19]([CH3:22])([CH3:21])[CH3:20])([SiH:16]([CH3:18])[CH3:17])[OH:15])[CH2:10]1)=[O:45])([C:36]1[CH:37]=[CH:38][CH:39]=[CH:40][CH:41]=1)[C:30]1[CH:35]=[CH:34][CH:33]=[CH:32][CH:31]=1, predict the reactants needed to synthesize it. The reactants are: [C:1]1([CH:7]([C:23]2[CH:28]=[CH:27][CH:26]=[CH:25][CH:24]=2)[N:8]2[CH2:13][CH2:12][NH:11][CH2:10][CH:9]2[C:14]([C:19]([CH3:22])([CH3:21])[CH3:20])([SiH:16]([CH3:18])[CH3:17])[OH:15])[CH:6]=[CH:5][CH:4]=[CH:3][CH:2]=1.[CH:29]([NH:42][CH2:43][C:44](O)=[O:45])([C:36]1[CH:41]=[CH:40][CH:39]=[CH:38][CH:37]=1)[C:30]1[CH:35]=[CH:34][CH:33]=[CH:32][CH:31]=1.C(Cl)CCl. (2) Given the product [N+:23]([C:20]1[CH:19]=[N:18][C:17]([N:10]2[CH2:15][CH2:14][O:13][CH2:12][CH2:11]2)=[N:22][CH:21]=1)([O-:25])=[O:24], predict the reactants needed to synthesize it. The reactants are: CCN(C(C)C)C(C)C.[NH:10]1[CH2:15][CH2:14][O:13][CH2:12][CH2:11]1.Cl[C:17]1[N:22]=[CH:21][C:20]([N+:23]([O-:25])=[O:24])=[CH:19][N:18]=1. (3) Given the product [OH:34][C:31]([CH3:33])([CH3:32])[C:2](=[O:1])[CH:3]([NH:12][C:13]([CH:15]([NH:20][C:21](=[O:30])[O:22][CH2:23][C:24]1[CH:25]=[CH:26][CH:27]=[CH:28][CH:29]=1)[CH2:16][CH:17]([CH3:19])[CH3:18])=[O:14])[CH2:4][CH2:5][C:6]1[CH:11]=[CH:10][CH:9]=[CH:8][CH:7]=1, predict the reactants needed to synthesize it. The reactants are: [OH:1][CH:2]([C:31]([OH:34])([CH3:33])[CH3:32])[CH:3]([NH:12][C:13]([CH:15]([NH:20][C:21](=[O:30])[O:22][CH2:23][C:24]1[CH:29]=[CH:28][CH:27]=[CH:26][CH:25]=1)[CH2:16][CH:17]([CH3:19])[CH3:18])=[O:14])[CH2:4][CH2:5][C:6]1[CH:11]=[CH:10][CH:9]=[CH:8][CH:7]=1.CC(OI1(OC(C)=O)(OC(C)=O)OC(=O)C2C=CC=CC1=2)=O.I([O-])(=O)(=O)=O. (4) Given the product [NH2:1][C:2]1[S:3][C:4]([C:25]2[CH:30]=[CH:29][N:28]=[C:27]([NH:43][C:39]3[CH:40]=[CH:41][CH:42]=[C:37]([F:36])[CH:38]=3)[N:26]=2)=[C:5]([C:7]2[CH:8]=[C:9]([N:13]([CH3:24])[C:14](=[O:23])[C:15]3[C:20]([F:21])=[CH:19][CH:18]=[CH:17][C:16]=3[F:22])[CH:10]=[CH:11][CH:12]=2)[N:6]=1, predict the reactants needed to synthesize it. The reactants are: [NH2:1][C:2]1[S:3][C:4]([C:25]2[CH:30]=[CH:29][N:28]=[C:27](Cl)[N:26]=2)=[C:5]([C:7]2[CH:8]=[C:9]([N:13]([CH3:24])[C:14](=[O:23])[C:15]3[C:20]([F:21])=[CH:19][CH:18]=[CH:17][C:16]=3[F:22])[CH:10]=[CH:11][CH:12]=2)[N:6]=1.CC(O)C.[F:36][C:37]1[CH:38]=[C:39]([NH2:43])[CH:40]=[CH:41][CH:42]=1. (5) Given the product [Si:17]([O:18][CH:19]1[CH2:22][N:21]([CH2:23][C@H:24]([OH:29])[C:25]([NH:12][C:9]2[CH:8]=[N:7][C:6]([CH3:5])=[CH:11][N:10]=2)=[O:26])[CH2:20]1)([C:13]([CH3:16])([CH3:15])[CH3:14])([CH3:31])[CH3:30], predict the reactants needed to synthesize it. The reactants are: C[Al](C)C.[CH3:5][C:6]1[N:7]=[CH:8][C:9]([NH2:12])=[N:10][CH:11]=1.[C:13]([Si:17]([CH3:31])([CH3:30])[O:18][CH:19]1[CH2:22][N:21]([CH2:23][C@H:24]([OH:29])[C:25](OC)=[O:26])[CH2:20]1)([CH3:16])([CH3:15])[CH3:14].[C@H](O)(C([O-])=O)[C@@H](O)C([O-])=O.[Na+].[K+]. (6) Given the product [I:10][C:7]1[CH:8]=[CH:9][C:2]([O:18][C:15]2[C:14]([CH3:19])=[N:13][N:12]([CH3:11])[C:16]=2[CH3:17])=[C:3]([CH:6]=1)[CH:4]=[O:5], predict the reactants needed to synthesize it. The reactants are: F[C:2]1[CH:9]=[CH:8][C:7]([I:10])=[CH:6][C:3]=1[CH:4]=[O:5].[CH3:11][N:12]1[C:16]([CH3:17])=[C:15]([OH:18])[C:14]([CH3:19])=[N:13]1.C([O-])([O-])=O.[K+].[K+]. (7) Given the product [CH3:20][C:21]1[CH:27]=[C:26]([O:28][CH3:29])[C:25]([O:30][CH3:31])=[CH:24][C:22]=1[NH:23][C:2]1[N:7]=[C:6]([NH:8][C:9]2[CH:13]=[C:12]([C:14]3[CH:19]=[CH:18][CH:17]=[CH:16][CH:15]=3)[O:11][N:10]=2)[CH:5]=[CH:4][N:3]=1, predict the reactants needed to synthesize it. The reactants are: Cl[C:2]1[N:7]=[C:6]([NH:8][C:9]2[CH:13]=[C:12]([C:14]3[CH:19]=[CH:18][CH:17]=[CH:16][CH:15]=3)[O:11][N:10]=2)[CH:5]=[CH:4][N:3]=1.[CH3:20][C:21]1[CH:27]=[C:26]([O:28][CH3:29])[C:25]([O:30][CH3:31])=[CH:24][C:22]=1[NH2:23].